From a dataset of Forward reaction prediction with 1.9M reactions from USPTO patents (1976-2016). Predict the product of the given reaction. (1) Given the reactants [CH3:1][C:2]1[CH:3]([CH2:10][NH:11][C:12]([C:14]2[C:22]3[C:17](=[CH:18][CH:19]=[CH:20][CH:21]=3)[N:16]([CH:23]([C:25]3[CH:30]=[CH:29][CH:28]=[C:27](Br)[CH:26]=3)[CH3:24])[C:15]=2[CH3:32])=[O:13])[C:4](=[O:9])[N:5]=[C:6]([CH3:8])[CH:7]=1.Cl[C:34]1[CH:39]=[CH:38][N:37]=[CH:36][N:35]=1.C(=O)([O-])[O-].[K+].[K+], predict the reaction product. The product is: [CH3:1][C:2]1[CH:7]=[C:6]([CH3:8])[NH:5][C:4](=[O:9])[C:3]=1[CH2:10][NH:11][C:12]([C:14]1[C:22]2[C:17](=[CH:18][CH:19]=[CH:20][CH:21]=2)[N:16]([CH:23]([C:25]2[CH:30]=[CH:29][CH:28]=[C:27]([C:34]3[CH:39]=[CH:38][N:37]=[CH:36][N:35]=3)[CH:26]=2)[CH3:24])[C:15]=1[CH3:32])=[O:13]. (2) Given the reactants [CH2:1]([O:3][C:4]1[CH:11]=[CH:10][C:7]([CH:8]=O)=[C:6]([O:12][CH3:13])[CH:5]=1)[CH3:2].C([O-])(=O)C.[Na+].Cl.[NH2:20][OH:21], predict the reaction product. The product is: [CH2:1]([O:3][C:4]1[CH:11]=[CH:10][C:7]([CH:8]=[N:20][OH:21])=[C:6]([O:12][CH3:13])[CH:5]=1)[CH3:2]. (3) Given the reactants CN(C)C(C1C=CC(N[C:12]2[C:13]3[C:20]([F:21])=[CH:19][N:18]([CH:22]4[CH2:27][CH2:26][N:25]([C:28]([O:30][C:31]([CH3:34])([CH3:33])[CH3:32])=[O:29])[CH2:24][CH2:23]4)[C:14]=3[N:15]=[CH:16][N:17]=2)=C(F)C=1)=O.[Cl:37][C:38]1[CH:45]=[C:44]([S:46]([CH3:49])(=[O:48])=[O:47])[CH:43]=[CH:42][C:39]=1[CH:40]=[O:41].[I-].C[N+]1(C)CCN=C1.[H-].[Na+].[Cl-].[NH4+], predict the reaction product. The product is: [Cl:37][C:38]1[CH:45]=[C:44]([S:46]([CH3:49])(=[O:48])=[O:47])[CH:43]=[CH:42][C:39]=1[C:40]([C:12]1[C:13]2[C:20]([F:21])=[CH:19][N:18]([CH:22]3[CH2:23][CH2:24][N:25]([C:28]([O:30][C:31]([CH3:34])([CH3:33])[CH3:32])=[O:29])[CH2:26][CH2:27]3)[C:14]=2[N:15]=[CH:16][N:17]=1)=[O:41]. (4) Given the reactants [Cl:1][C:2]1[N:7]=[C:6]2[NH:8][N:9]=[CH:10][C:5]2=[C:4]([N:11]2[CH2:17][CH:16]3[O:18][CH:13]([CH2:14][CH2:15]3)[CH2:12]2)[N:3]=1.[CH3:19][N:20]([CH3:24])[CH2:21][CH2:22]O.CC(OC(/N=N/C(OC(C)C)=O)=O)C, predict the reaction product. The product is: [CH:13]12[O:18][CH:16]([CH2:15][CH2:14]1)[CH2:17][N:11]([C:4]1[N:3]=[C:2]([Cl:1])[N:7]=[C:6]3[N:8]([CH2:22][CH2:21][N:20]([CH3:24])[CH3:19])[N:9]=[CH:10][C:5]=13)[CH2:12]2. (5) Given the reactants [N+:1]([C:4]1[CH:12]=[CH:11][CH:10]=[C:9]([N+:13]([O-])=O)[C:5]=1[C:6]([OH:8])=[O:7])([O-:3])=[O:2].[SH-].[Na+].CO, predict the reaction product. The product is: [NH2:13][C:9]1[CH:10]=[CH:11][CH:12]=[C:4]([N+:1]([O-:3])=[O:2])[C:5]=1[C:6]([OH:8])=[O:7]. (6) Given the reactants COC1C=CC(P2(SP(C3C=CC(OC)=CC=3)(=S)S2)=[S:10])=CC=1.[Cl:23][C:24]1[C:40]([C:41]([F:44])([F:43])[F:42])=[CH:39][CH:38]=[CH:37][C:25]=1[CH2:26][N:27]1[C@@H:32]([CH2:33][CH3:34])[CH2:31][NH:30][C:29](=O)[C:28]1=[O:36], predict the reaction product. The product is: [Cl:23][C:24]1[C:40]([C:41]([F:44])([F:43])[F:42])=[CH:39][CH:38]=[CH:37][C:25]=1[CH2:26][N:27]1[C@@H:32]([CH2:33][CH3:34])[CH2:31][NH:30][C:29](=[S:10])[C:28]1=[O:36]. (7) The product is: [N+:1]([C:4]1[CH:5]=[C:6]([CH:20]=[CH:21][CH:22]=1)[CH2:7][CH2:8][NH2:9])([O-:3])=[O:2]. Given the reactants [N+:1]([C:4]1[CH:5]=[C:6]([CH:20]=[CH:21][CH:22]=1)[CH2:7][CH2:8][N:9]1C(=O)C2=CC=CC=C2C1=O)([O-:3])=[O:2].NN, predict the reaction product.